From a dataset of Reaction yield outcomes from USPTO patents with 853,638 reactions. Predict the reaction yield, written as a fraction of the theoretical maximum amount of product (1.0 means a 100% yield; for example, 0.34 means a 34% yield). (1) The reactants are [CH2:1]([C:3]1[N:4]([C:28]2[CH:33]=[CH:32][C:31]([O:34][C:35]3([CH2:39][OH:40])[CH2:38][CH2:37][CH2:36]3)=[CH:30][CH:29]=2)[C:5](=[O:27])[C:6]([CH2:12][C:13]2[CH:18]=[CH:17][C:16]([C:19]3[C:20]([C:25]#[N:26])=[CH:21][CH:22]=[CH:23][CH:24]=3)=[CH:15][CH:14]=2)=[C:7]([CH2:9][CH2:10][CH3:11])[N:8]=1)[CH3:2].[N:41]1C(C)=CC=CC=1C.FC(F)(F)S(O[Si](C(C)(C)C)(C)C)(=O)=O.[C:64]([O:67]CC)(=[O:66])C. The catalyst is ClCCl. The product is [CH2:1]([C:3]1[N:4]([C:28]2[CH:33]=[CH:32][C:31]([O:34][C:35]3([CH2:39][OH:40])[CH2:36][CH2:37][CH2:38]3)=[CH:30][CH:29]=2)[C:5](=[O:27])[C:6]([CH2:12][C:13]2[CH:14]=[CH:15][C:16]([C:19]3[CH:24]=[CH:23][CH:22]=[CH:21][C:20]=3[C:25]3[NH:41][C:64](=[O:66])[O:67][N:26]=3)=[CH:17][CH:18]=2)=[C:7]([CH2:9][CH2:10][CH3:11])[N:8]=1)[CH3:2]. The yield is 0.760. (2) The reactants are [C:1]([O:5][C:6]([NH:8][C:9]1([CH2:32][CH3:33])[CH2:14][CH2:13][CH:12]([O:15][C:16]2[C:27]3[C:26]4[C@@H:25]([CH2:28][C:29]([OH:31])=O)[CH2:24][CH2:23][C:22]=4[S:21][C:20]=3[N:19]=[CH:18][N:17]=2)[CH2:11][CH2:10]1)=[O:7])([CH3:4])([CH3:3])[CH3:2].C1C=CC2N(O)N=[N:40]C=2C=1.CCN=C=NCCCN(C)C.[NH4+].[Cl-]. The catalyst is CN(C=O)C.CN(C)C1C=CN=CC=1. The product is [C:29]([CH2:28][C@H:25]1[CH2:24][CH2:23][C:22]2[S:21][C:20]3[N:19]=[CH:18][N:17]=[C:16]([O:15][CH:12]4[CH2:13][CH2:14][C:9]([NH:8][C:6](=[O:7])[O:5][C:1]([CH3:2])([CH3:4])[CH3:3])([CH2:32][CH3:33])[CH2:10][CH2:11]4)[C:27]=3[C:26]1=2)(=[O:31])[NH2:40]. The yield is 0.600. (3) The reactants are [CH3:1][O:2][C:3]1[CH:4]=[C:5]([CH2:22][OH:23])[CH:6]=[CH:7][C:8]=1[O:9][CH2:10][C:11]1[N:12]=[C:13]([N:16]2[CH2:21][CH2:20][O:19][CH2:18][CH2:17]2)[S:14][CH:15]=1.O[C:25]1[C:29]([CH:30]=[O:31])=[CH:28][N:27]([C:32]2[CH:37]=[CH:36][CH:35]=[CH:34][CH:33]=2)[N:26]=1.C(P(CCCC)CCCC)CCC.N(C(N1CCCCC1)=O)=NC(N1CCCCC1)=O. The catalyst is O1CCCC1. The product is [CH3:1][O:2][C:3]1[CH:4]=[C:5]([CH:6]=[CH:7][C:8]=1[O:9][CH2:10][C:11]1[N:12]=[C:13]([N:16]2[CH2:17][CH2:18][O:19][CH2:20][CH2:21]2)[S:14][CH:15]=1)[CH2:22][O:23][C:25]1[C:29]([CH:30]=[O:31])=[CH:28][N:27]([C:32]2[CH:33]=[CH:34][CH:35]=[CH:36][CH:37]=2)[N:26]=1. The yield is 0.580. (4) The reactants are [Cl:1][C:2]1[C:3]([CH:21]([S:30]([C:33]2[CH:38]=[CH:37][C:36]([Cl:39])=[CH:35][CH:34]=2)(=[O:32])=[O:31])[C:22]2[CH:27]=[C:26]([F:28])[CH:25]=[CH:24][C:23]=2[F:29])=[CH:4][C:5]([N:8]([CH2:10][CH2:11][N:12](C)[C:13](=O)OC(C)(C)C)[CH3:9])=[N:6][CH:7]=1.C1(OC)C=CC=CC=1.FC(F)(F)C(O)=O. The catalyst is C(Cl)Cl. The product is [Cl:1][C:2]1[C:3]([CH:21]([S:30]([C:33]2[CH:34]=[CH:35][C:36]([Cl:39])=[CH:37][CH:38]=2)(=[O:32])=[O:31])[C:22]2[CH:27]=[C:26]([F:28])[CH:25]=[CH:24][C:23]=2[F:29])=[CH:4][C:5]([N:8]([CH3:9])[CH2:10][CH2:11][NH:12][CH3:13])=[N:6][CH:7]=1. The yield is 0.410. (5) The reactants are [Cl:1][C:2]1[CH:3]=[C:4]([S:19](Cl)(=[O:21])=[O:20])[C:5]([C:8]2[C:9]([S:15](Cl)(=[O:17])=[O:16])=[CH:10][C:11]([Cl:14])=[CH:12][CH:13]=2)=[CH:6][CH:7]=1.[CH:23]1[CH:28]=[CH:27][CH:26]=[CH:25][CH:24]=1.[Cl-].[Al+3].[Cl-].[Cl-].Cl. The catalyst is [N+](C)([O-])=O. The product is [C:23]1([S:19]([C:4]2[CH:3]=[C:2]([Cl:1])[CH:7]=[CH:6][C:5]=2[C:8]2[CH:13]=[CH:12][C:11]([Cl:14])=[CH:10][C:9]=2[S:15]([C:2]2[CH:3]=[CH:4][CH:5]=[CH:6][CH:7]=2)(=[O:17])=[O:16])(=[O:21])=[O:20])[CH:28]=[CH:27][CH:26]=[CH:25][CH:24]=1. The yield is 0.770. (6) The reactants are [CH3:1][C:2]1[N:6]([CH2:7][CH:8]2[C:21](=O)[C:12]3[C:13]4[CH:14]=[CH:15][CH:16]=[CH:17][C:18]=4[N:19]([CH3:20])[C:11]=3[CH2:10][CH2:9]2)[CH:5]=[CH:4][N:3]=1.Cl.CO.Cl.[NH2:27][OH:28]. The catalyst is N1C=CC=CC=1. The product is [CH3:20][N:19]1[C:11]2[CH2:10][CH2:9][CH:8]([CH2:7][N:6]3[CH:5]=[CH:4][N:3]=[C:2]3[CH3:1])/[C:21](=[N:27]\[OH:28])/[C:12]=2[C:13]2[C:18]1=[CH:17][CH:16]=[CH:15][CH:14]=2. The yield is 0.835. (7) The reactants are [F:1][C:2]1[C:7]([F:8])=[CH:6][C:5]([OH:9])=[C:4]([N+:10]([O-:12])=[O:11])[CH:3]=1.[C:13](=O)([O-])[O-].[K+].[K+].CN(C=O)C.IC. The catalyst is O. The product is [F:1][C:2]1[CH:3]=[C:4]([N+:10]([O-:12])=[O:11])[C:5]([O:9][CH3:13])=[CH:6][C:7]=1[F:8]. The yield is 0.870. (8) The reactants are [Br:1][C:2]1[CH:7]=[CH:6][C:5]([S:8]([C:11]2[N:12]=[N:13][C:14]([O:17]C)=[CH:15][CH:16]=2)(=[O:10])=[O:9])=[C:4]([F:19])[CH:3]=1.Cl. The catalyst is O1CCOCC1. The product is [Br:1][C:2]1[CH:7]=[CH:6][C:5]([S:8]([C:11]2[CH:16]=[CH:15][C:14](=[O:17])[NH:13][N:12]=2)(=[O:10])=[O:9])=[C:4]([F:19])[CH:3]=1. The yield is 0.900.